Dataset: Peptide-MHC class I binding affinity with 185,985 pairs from IEDB/IMGT. Task: Regression. Given a peptide amino acid sequence and an MHC pseudo amino acid sequence, predict their binding affinity value. This is MHC class I binding data. The peptide sequence is ATFEAVLAK. The MHC is HLA-B18:01 with pseudo-sequence HLA-B18:01. The binding affinity (normalized) is 0.0847.